The task is: Predict the reaction yield, written as a fraction of the theoretical maximum amount of product (1.0 means a 100% yield; for example, 0.34 means a 34% yield).. This data is from Reaction yield outcomes from USPTO patents with 853,638 reactions. (1) The reactants are C([O:3][C:4](=[O:25])[CH2:5][C:6]1[CH:11]=[CH:10][C:9]([NH:12][C:13]([C:15]2[C:16]3[CH:23]=[CH:22][CH:21]=[CH:20][C:17]=3[O:18][CH:19]=2)=[O:14])=[C:8]([Cl:24])[CH:7]=1)C.[OH-].[Na+].Cl. The catalyst is O1CCCC1.CO. The product is [O:18]1[CH:19]=[C:15]([C:13]([NH:12][C:9]2[CH:10]=[CH:11][C:6]([CH2:5][C:4]([OH:25])=[O:3])=[CH:7][C:8]=2[Cl:24])=[O:14])[C:16]2[CH:23]=[CH:22][CH:21]=[CH:20][C:17]1=2. The yield is 0.890. (2) The reactants are [F:1][C:2]1[CH:10]=[C:9]2[C:5]([C:6]([CH:11]=[O:12])=[CH:7][NH:8]2)=[CH:4][C:3]=1[C:13]1[CH:18]=[CH:17][C:16]([O:19][CH3:20])=[CH:15][CH:14]=1.O.[OH:22]P([O-])(O)=O.[Na+].OO.Cl([O-])=O.[Na+].S([O-])([O-])=O.[Na+].[Na+].Cl. The catalyst is CC#N.O. The product is [F:1][C:2]1[CH:10]=[C:9]2[C:5]([C:6]([C:11]([OH:22])=[O:12])=[CH:7][NH:8]2)=[CH:4][C:3]=1[C:13]1[CH:18]=[CH:17][C:16]([O:19][CH3:20])=[CH:15][CH:14]=1. The yield is 0.0600. (3) The reactants are [C:1]1([CH3:11])[CH:6]=[CH:5][C:4]([C:7]#[C:8][CH:9]=[O:10])=[CH:3][CH:2]=1.[CH2:12]([Mg]Br)[CH:13]=[CH2:14]. The catalyst is C1COCC1. The product is [C:1]1([CH3:11])[CH:2]=[CH:3][C:4]([C:7]#[C:8][CH:9]([OH:10])[CH2:14][CH:13]=[CH2:12])=[CH:5][CH:6]=1. The yield is 0.810.